From a dataset of Catalyst prediction with 721,799 reactions and 888 catalyst types from USPTO. Predict which catalyst facilitates the given reaction. (1) Reactant: [H-].[Na+].[I-].[CH3:4][S+](C)(C)=O.[O:9]1[C:11]2([CH2:16][CH2:15][N:14]([C:17]3[CH:22]=[CH:21][C:20]([N:23]4[CH2:27][C@@H:26]([CH2:28][NH:29][C:30](=[O:32])[CH3:31])[O:25][C:24]4=[O:33])=[CH:19][C:18]=3[F:34])[CH2:13][CH2:12]2)[CH2:10]1. Product: [O:9]1[C:11]2([CH2:16][CH2:15][N:14]([C:17]3[CH:22]=[CH:21][C:20]([N:23]4[CH2:27][C@H:26]([CH2:28][NH:29][C:30](=[O:32])[CH3:31])[O:25][C:24]4=[O:33])=[CH:19][C:18]=3[F:34])[CH2:13][CH2:12]2)[CH2:10][CH2:4]1. The catalyst class is: 16. (2) Reactant: [S:1]1[C:5]2[CH:6]=[C:7]([C:10]3([C:13]4[N:17]5[N:18]=[C:19]([C:22]6[CH:42]=[CH:41][C:25]([C:26]([NH:28][C@@H:29]([C:37]([CH3:40])([CH3:39])[CH3:38])[C:30]([O:32]C(C)(C)C)=[O:31])=[O:27])=[CH:24][CH:23]=6)[CH:20]=[N:21][C:16]5=[N:15][N:14]=4)[CH2:12][CH2:11]3)[CH:8]=[CH:9][C:4]=2[N:3]=[CH:2]1. Product: [S:1]1[C:5]2[CH:6]=[C:7]([C:10]3([C:13]4[N:17]5[N:18]=[C:19]([C:22]6[CH:42]=[CH:41][C:25]([C:26]([NH:28][C@@H:29]([C:37]([CH3:38])([CH3:40])[CH3:39])[C:30]([OH:32])=[O:31])=[O:27])=[CH:24][CH:23]=6)[CH:20]=[N:21][C:16]5=[N:15][N:14]=4)[CH2:11][CH2:12]3)[CH:8]=[CH:9][C:4]=2[N:3]=[CH:2]1. The catalyst class is: 617. (3) Reactant: C1(P(C2C=CC=CC=2)C2C=CC=CC=2)C=CC=CC=1.BrN1C(=O)CCC1=O.[CH:28]1([CH2:33][CH:34]([C:38]2[CH:43]=[CH:42][C:41]([C:44]3[CH:45]=[N:46][CH:47]=[CH:48][CH:49]=3)=[CH:40][CH:39]=2)[C:35](O)=[O:36])[CH2:32][CH2:31][CH2:30][CH2:29]1.[NH2:50][C:51]1[CH:56]=[CH:55][CH:54]=[CH:53][N:52]=1. Product: [CH:28]1([CH2:33][CH:34]([C:38]2[CH:43]=[CH:42][C:41]([C:44]3[CH:45]=[N:46][CH:47]=[CH:48][CH:49]=3)=[CH:40][CH:39]=2)[C:35]([NH:50][C:51]2[CH:56]=[CH:55][CH:54]=[CH:53][N:52]=2)=[O:36])[CH2:32][CH2:31][CH2:30][CH2:29]1. The catalyst class is: 2. (4) Reactant: C[O:2][C:3]1[CH:4]=[C:5]([C:9]([CH3:32])([CH3:31])[CH2:10][C:11]([CH:17]=[N:18][C:19]2[CH:28]=[CH:27][C:26]([F:29])=[C:25]3[C:20]=2[CH:21]=[N:22][C:23]([CH3:30])=[N:24]3)([OH:16])[C:12]([F:15])([F:14])[F:13])[CH:6]=[CH:7][CH:8]=1.B(Br)(Br)Br.C(=O)(O)[O-].[Na+]. Product: [F:29][C:26]1[CH:27]=[CH:28][C:19]([NH:18][CH:17]2[C:6]3[C:5](=[CH:4][C:3]([OH:2])=[CH:8][CH:7]=3)[C:9]([CH3:31])([CH3:32])[CH2:10][C:11]2([C:12]([F:14])([F:15])[F:13])[OH:16])=[C:20]2[C:25]=1[N:24]=[C:23]([CH3:30])[N:22]=[CH:21]2. The catalyst class is: 4.